This data is from NCI-60 drug combinations with 297,098 pairs across 59 cell lines. The task is: Regression. Given two drug SMILES strings and cell line genomic features, predict the synergy score measuring deviation from expected non-interaction effect. (1) Drug 1: CNC(=O)C1=NC=CC(=C1)OC2=CC=C(C=C2)NC(=O)NC3=CC(=C(C=C3)Cl)C(F)(F)F. Drug 2: C1=NNC2=C1C(=O)NC=N2. Cell line: OVCAR3. Synergy scores: CSS=-7.82, Synergy_ZIP=1.91, Synergy_Bliss=0.816, Synergy_Loewe=-10.6, Synergy_HSA=-8.45. (2) Drug 1: C1C(C(OC1N2C=NC3=C2NC=NCC3O)CO)O. Drug 2: CC1C(C(CC(O1)OC2CC(CC3=C2C(=C4C(=C3O)C(=O)C5=CC=CC=C5C4=O)O)(C(=O)C)O)N)O. Cell line: U251. Synergy scores: CSS=39.1, Synergy_ZIP=0.401, Synergy_Bliss=0.136, Synergy_Loewe=-32.3, Synergy_HSA=0.429. (3) Drug 1: CC1=C(C=C(C=C1)NC(=O)C2=CC=C(C=C2)CN3CCN(CC3)C)NC4=NC=CC(=N4)C5=CN=CC=C5. Drug 2: CN(C(=O)NC(C=O)C(C(C(CO)O)O)O)N=O. Cell line: NCI-H522. Synergy scores: CSS=3.38, Synergy_ZIP=-0.692, Synergy_Bliss=1.50, Synergy_Loewe=-1.75, Synergy_HSA=-1.63. (4) Drug 1: CC1=C(C(=CC=C1)Cl)NC(=O)C2=CN=C(S2)NC3=CC(=NC(=N3)C)N4CCN(CC4)CCO. Drug 2: N.N.Cl[Pt+2]Cl. Cell line: RPMI-8226. Synergy scores: CSS=55.4, Synergy_ZIP=-1.46, Synergy_Bliss=-2.56, Synergy_Loewe=-1.89, Synergy_HSA=-2.14. (5) Drug 1: C1C(C(OC1N2C=C(C(=O)NC2=O)F)CO)O. Drug 2: C1CN(CCN1C(=O)CCBr)C(=O)CCBr. Cell line: M14. Synergy scores: CSS=9.57, Synergy_ZIP=-6.00, Synergy_Bliss=-2.78, Synergy_Loewe=-4.18, Synergy_HSA=-1.89. (6) Drug 1: C1CCC(CC1)NC(=O)N(CCCl)N=O. Drug 2: C1=CN(C=N1)CC(O)(P(=O)(O)O)P(=O)(O)O. Cell line: SK-MEL-28. Synergy scores: CSS=-1.00, Synergy_ZIP=-3.89, Synergy_Bliss=-9.18, Synergy_Loewe=-10.9, Synergy_HSA=-10.4. (7) Drug 1: COC1=C(C=C2C(=C1)N=CN=C2NC3=CC(=C(C=C3)F)Cl)OCCCN4CCOCC4. Drug 2: CCC1=C2CN3C(=CC4=C(C3=O)COC(=O)C4(CC)O)C2=NC5=C1C=C(C=C5)O. Cell line: OVCAR-8. Synergy scores: CSS=55.8, Synergy_ZIP=-0.179, Synergy_Bliss=2.13, Synergy_Loewe=5.13, Synergy_HSA=7.43. (8) Drug 1: COC1=NC(=NC2=C1N=CN2C3C(C(C(O3)CO)O)O)N. Drug 2: CC(C)NC(=O)C1=CC=C(C=C1)CNNC.Cl. Cell line: MCF7. Synergy scores: CSS=0.799, Synergy_ZIP=1.56, Synergy_Bliss=2.39, Synergy_Loewe=-2.41, Synergy_HSA=-2.08.